Predict the reactants needed to synthesize the given product. From a dataset of Full USPTO retrosynthesis dataset with 1.9M reactions from patents (1976-2016). (1) Given the product [C:1]([O:5][C:6]([CH2:8][C:9]1[CH:10]=[CH:11][C:12]([C:13]([N:50]2[CH2:51][CH2:52][CH2:53][N:49]2[C:54]([O:56][CH2:57][C:58]2[CH:63]=[CH:62][CH:61]=[CH:60][CH:59]=2)=[O:55])=[O:15])=[CH:16][CH:17]=1)=[O:7])([CH3:2])([CH3:3])[CH3:4], predict the reactants needed to synthesize it. The reactants are: [C:1]([O:5][C:6]([CH2:8][C:9]1[CH:17]=[CH:16][C:12]([C:13]([OH:15])=O)=[CH:11][CH:10]=1)=[O:7])([CH3:4])([CH3:3])[CH3:2].C1C=CC2N(O)N=NC=2C=1.CCN(C(C)C)C(C)C.CCN=C=NCCCN(C)C.Cl.[N:49]1([C:54]([O:56][CH2:57][C:58]2[CH:63]=[CH:62][CH:61]=[CH:60][CH:59]=2)=[O:55])[CH2:53][CH2:52][CH2:51][NH:50]1. (2) Given the product [Cl:16][C:10]1[CH:9]=[C:8]2[C:13]([C:14]([OH:15])=[C:5]([C:3]([NH:18][CH2:19][C:20]([OH:22])=[O:21])=[O:4])[C:6](=[O:17])[O:7]2)=[CH:12][CH:11]=1, predict the reactants needed to synthesize it. The reactants are: CO[C:3]([C:5]1[C:6](=[O:17])[O:7][C:8]2[C:13]([C:14]=1[OH:15])=[CH:12][CH:11]=[C:10]([Cl:16])[CH:9]=2)=[O:4].[NH2:18][CH2:19][C:20]([O-:22])=[O:21].[Na+].Cl. (3) Given the product [CH3:17][CH2:1][CH:2]([C:3]([O:5][CH2:6][CH3:7])=[O:4])[C:8]([O:10][CH3:11])=[O:9], predict the reactants needed to synthesize it. The reactants are: [CH3:1][CH:2]([C:8]([O:10][CH2:11]C)=[O:9])[C:3]([O:5][CH2:6][CH3:7])=[O:4].[H-].[Na+].[Br-].O.[CH2:17]1COCC1. (4) The reactants are: [F:1][C:2]1[CH:26]=[CH:25][CH:24]=[C:23]([F:27])[C:3]=1[C:4]([O:6][CH:7]([C:18]([O:20][CH2:21][CH3:22])=[O:19])[C:8]([C:10]1[CH:15]=[CH:14][C:13]([O:16][CH3:17])=[CH:12][CH:11]=1)=O)=O.C([O-])(=O)C.[NH4+:32]. Given the product [F:1][C:2]1[CH:26]=[CH:25][CH:24]=[C:23]([F:27])[C:3]=1[C:4]1[O:6][C:7]([C:18]([O:20][CH2:21][CH3:22])=[O:19])=[C:8]([C:10]2[CH:15]=[CH:14][C:13]([O:16][CH3:17])=[CH:12][CH:11]=2)[N:32]=1, predict the reactants needed to synthesize it. (5) Given the product [CH:21]1([C:19]([N:16]2[CH2:17][CH2:18][C@@H:14]([CH2:13][N:12]3[C:11]4[CH:24]=[C:25]([F:28])[CH:26]=[CH:27][C:10]=4[N:9]=[C:8]3[C:5]3[CH:6]=[CH:7][C:2]([C:37]4[CH:38]=[C:39]5[C:43](=[CH:44][CH:45]=4)[NH:42][N:41]=[CH:40]5)=[CH:3][CH:4]=3)[CH2:15]2)=[O:20])[CH2:23][CH2:22]1, predict the reactants needed to synthesize it. The reactants are: Br[C:2]1[CH:7]=[CH:6][C:5]([C:8]2[N:12]([CH2:13][C@@H:14]3[CH2:18][CH2:17][N:16]([C:19]([CH:21]4[CH2:23][CH2:22]4)=[O:20])[CH2:15]3)[C:11]3[CH:24]=[C:25]([F:28])[CH:26]=[CH:27][C:10]=3[N:9]=2)=[CH:4][CH:3]=1.CC1(C)C(C)(C)OB([C:37]2[CH:38]=[C:39]3[C:43](=[CH:44][CH:45]=2)[NH:42][N:41]=[CH:40]3)O1.C(=O)([O-])[O-].[Cs+].[Cs+]. (6) The reactants are: [OH:1]O.C(O[C:10]([C:12](F)(F)F)=[O:11])(C(F)(F)F)=O.[N+:16]1([O-:29])[C:21]2[CH:22]=[C:23]3[C:27](=[CH:28][C:20]=2[N:19]=CN=1)[CH2:26][CH2:25][CH2:24]3.N. Given the product [N+:16]([C:21]1[CH:22]=[C:23]2[C:27]([CH2:26][CH2:25][CH2:24]2)=[CH:28][C:20]=1[NH:19][C:10](=[O:11])[CH3:12])([O-:29])=[O:1], predict the reactants needed to synthesize it.